This data is from Forward reaction prediction with 1.9M reactions from USPTO patents (1976-2016). The task is: Predict the product of the given reaction. (1) Given the reactants [C:1]([O:20][CH2:21][C:22]1([OH:25])[CH2:24][CH2:23]1)([C:14]1[CH:19]=[CH:18][CH:17]=[CH:16][CH:15]=1)([C:8]1[CH:13]=[CH:12][CH:11]=[CH:10][CH:9]=1)[C:2]1[CH:7]=[CH:6][CH:5]=[CH:4][CH:3]=1.[CH3:26]N1C(=O)CCC1.CCCCO[P:38]([O:41][CH2:42][CH2:43]CC)([CH3:40])=[O:39].[NH4+].[Cl-].C[C:49]([O:52]C)([CH3:51])[CH3:50], predict the reaction product. The product is: [CH:42]([O:41][P:38]([CH2:40][O:25][C:22]1([CH2:21][O:20][C:1]([C:8]2[CH:13]=[CH:12][CH:11]=[CH:10][CH:9]=2)([C:14]2[CH:15]=[CH:16][CH:17]=[CH:18][CH:19]=2)[C:2]2[CH:3]=[CH:4][CH:5]=[CH:6][CH:7]=2)[CH2:23][CH2:24]1)(=[O:39])[O:52][CH:49]([CH3:50])[CH3:51])([CH3:43])[CH3:26]. (2) Given the reactants [C:1]([C:3]1[CH:4]=[C:5]([CH2:9][S:10]([NH:13][CH3:14])(=[O:12])=[O:11])[CH:6]=[CH:7][CH:8]=1)#[N:2].B.C1COCC1.Cl.[OH-].[Na+], predict the reaction product. The product is: [NH2:2][CH2:1][C:3]1[CH:4]=[C:5]([CH2:9][S:10]([NH:13][CH3:14])(=[O:12])=[O:11])[CH:6]=[CH:7][CH:8]=1.